Dataset: Reaction yield outcomes from USPTO patents with 853,638 reactions. Task: Predict the reaction yield, written as a fraction of the theoretical maximum amount of product (1.0 means a 100% yield; for example, 0.34 means a 34% yield). (1) The reactants are [O:1]=[C:2]1[C:7]([CH2:8][C:9]2[CH:14]=[CH:13][C:12]([C:15]3[C:16]([C:21]#[N:22])=[CH:17][CH:18]=[CH:19][CH:20]=3)=[CH:11][CH:10]=2)=[C:6]([CH2:23][CH2:24][CH3:25])[N:5]2[N:26]=[CH:27][N:28]=[C:4]2[N:3]1[CH:29]1[CH2:34][CH2:33][C:32](=[O:35])[CH2:31][CH2:30]1.[O:36]1[CH2:40][CH:39](O)[CH:38]([OH:42])[CH2:37]1.O.C1(C)C=CC(S(O)(=O)=O)=CC=1. The catalyst is C1(C)C=CC=CC=1. The product is [O:1]=[C:2]1[C:7]([CH2:8][C:9]2[CH:10]=[CH:11][C:12]([C:15]3[C:16]([C:21]#[N:22])=[CH:17][CH:18]=[CH:19][CH:20]=3)=[CH:13][CH:14]=2)=[C:6]([CH2:23][CH2:24][CH3:25])[N:5]2[N:26]=[CH:27][N:28]=[C:4]2[N:3]1[CH:29]1[CH2:30][CH2:31][C:32]2([O:42][C@H:38]3[CH2:37][O:36][CH2:40][C@H:39]3[O:35]2)[CH2:33][CH2:34]1. The yield is 0.900. (2) The reactants are [Cl:1][C:2]1[CH:7]=[CH:6][C:5]([CH:8]2[NH:12][C:11]3([CH2:17][CH2:16][O:15][CH2:14][CH2:13]3)[NH:10][C:9]2=[O:18])=[CH:4][CH:3]=1.BrN1C(=O)CCC1=O.C(=O)(O)[O-].[Na+]. The catalyst is C(Cl)Cl. The product is [Cl:1][C:2]1[CH:7]=[CH:6][C:5]([C:8]2[C:9](=[O:18])[NH:10][C:11]3([CH2:13][CH2:14][O:15][CH2:16][CH2:17]3)[N:12]=2)=[CH:4][CH:3]=1. The yield is 0.670. (3) The reactants are [Cl-].O[NH3+:3].[C:4](=[O:7])([O-])[OH:5].[Na+].CS(C)=O.[CH2:13]([C:17]1[N:18]=[C:19]([CH3:47])[N:20]([C:39]2[CH:44]=[CH:43][C:42]([F:45])=[C:41]([CH3:46])[CH:40]=2)[C:21](=[O:38])[C:22]=1[CH2:23][C:24]1[CH:29]=[CH:28][C:27]([C:30]2[C:31]([C:36]#[N:37])=[CH:32][CH:33]=[CH:34][CH:35]=2)=[CH:26][CH:25]=1)[CH2:14][CH2:15][CH3:16]. The catalyst is O.C(OCC)(=O)C. The product is [CH2:13]([C:17]1[N:18]=[C:19]([CH3:47])[N:20]([C:39]2[CH:44]=[CH:43][C:42]([F:45])=[C:41]([CH3:46])[CH:40]=2)[C:21](=[O:38])[C:22]=1[CH2:23][C:24]1[CH:25]=[CH:26][C:27]([C:30]2[CH:35]=[CH:34][CH:33]=[CH:32][C:31]=2[C:36]2[NH:3][C:4](=[O:7])[O:5][N:37]=2)=[CH:28][CH:29]=1)[CH2:14][CH2:15][CH3:16]. The yield is 0.680. (4) The reactants are [Br:1][C:2]1[CH:7]=[CH:6][C:5]([CH2:8]O)=[C:4]([F:10])[C:3]=1[F:11].P(Br)(Br)[Br:13]. The catalyst is C(Cl)Cl. The product is [Br:1][C:2]1[CH:7]=[CH:6][C:5]([CH2:8][Br:13])=[C:4]([F:10])[C:3]=1[F:11]. The yield is 0.515.